This data is from Peptide-MHC class I binding affinity with 185,985 pairs from IEDB/IMGT. The task is: Regression. Given a peptide amino acid sequence and an MHC pseudo amino acid sequence, predict their binding affinity value. This is MHC class I binding data. (1) The peptide sequence is FIVEHINAM. The MHC is HLA-A30:01 with pseudo-sequence HLA-A30:01. The binding affinity (normalized) is 0.0847. (2) The peptide sequence is SLTFIRTSL. The MHC is HLA-B08:01 with pseudo-sequence HLA-B08:01. The binding affinity (normalized) is 0.507. (3) The peptide sequence is WPVTLACFVL. The MHC is HLA-A30:01 with pseudo-sequence HLA-A30:01. The binding affinity (normalized) is 0.188. (4) The binding affinity (normalized) is 0.0847. The peptide sequence is TPALATRGF. The MHC is HLA-B51:01 with pseudo-sequence HLA-B51:01. (5) The binding affinity (normalized) is 0.0847. The MHC is HLA-B08:03 with pseudo-sequence HLA-B08:03. The peptide sequence is SRQRQAIPY.